This data is from Catalyst prediction with 721,799 reactions and 888 catalyst types from USPTO. The task is: Predict which catalyst facilitates the given reaction. (1) Reactant: [C:1]([C:3](=[C:9](OCC)[CH2:10][CH3:11])[C:4]([O:6][CH2:7][CH3:8])=[O:5])#[N:2].Cl.[N+:16]([C:19]1[CH:20]=[C:21]([NH:25][NH2:26])[CH:22]=[CH:23][CH:24]=1)([O-:18])=[O:17].C(N(CC)CC)C. Product: [NH2:2][C:1]1[N:25]([C:21]2[CH:22]=[CH:23][CH:24]=[C:19]([N+:16]([O-:18])=[O:17])[CH:20]=2)[N:26]=[C:9]([CH2:10][CH3:11])[C:3]=1[C:4]([O:6][CH2:7][CH3:8])=[O:5]. The catalyst class is: 5. (2) Reactant: [Br:1][C:2]1[CH:3]=[C:4]2[C:10]([OH:11])=[N:9][NH:8][C:5]2=[N:6][CH:7]=1.Cl[CH2:13][C:14]1[CH:19]=[CH:18][C:17]([O:20][CH3:21])=[CH:16][CH:15]=1.[OH-].[Na+]. Product: [Br:1][C:2]1[CH:3]=[C:4]2[C:10]([OH:11])=[N:9][N:8]([CH2:13][C:14]3[CH:19]=[CH:18][C:17]([O:20][CH3:21])=[CH:16][CH:15]=3)[C:5]2=[N:6][CH:7]=1. The catalyst class is: 16. (3) Reactant: [Cl:1][C:2]1[N:3]=[C:4]([N:13]2[CH2:18][CH2:17][O:16][CH2:15][CH2:14]2)[C:5]2[O:10][C:9]([CH:11]=O)=[CH:8][C:6]=2[N:7]=1.[CH3:19][S:20]([N:23]1[CH2:28][CH2:27][NH:26][CH2:25][CH2:24]1)(=[O:22])=[O:21].C([O-])(=O)C.[Na+].C(OC)(OC)OC.C(O[BH-](OC(=O)C)OC(=O)C)(=O)C.[Na+]. Product: [Cl:1][C:2]1[N:3]=[C:4]([N:13]2[CH2:14][CH2:15][O:16][CH2:17][CH2:18]2)[C:5]2[O:10][C:9]([CH2:11][N:26]3[CH2:27][CH2:28][N:23]([S:20]([CH3:19])(=[O:22])=[O:21])[CH2:24][CH2:25]3)=[CH:8][C:6]=2[N:7]=1. The catalyst class is: 26. (4) Reactant: F[C:2]1[CH:7]=[CH:6][C:5]([S:8]([C:11]2[CH:16]=[CH:15][CH:14]=[CH:13][CH:12]=2)(=[O:10])=[O:9])=[CH:4][C:3]=1[CH2:17][CH2:18][NH:19][C:20]1([CH3:33])[CH2:25][CH2:24][N:23]([C:26]([O:28][C:29]([CH3:32])([CH3:31])[CH3:30])=[O:27])[CH2:22][CH2:21]1.N1C2C(=CC=CC=2)C=C1. Product: [CH3:33][C:20]1([N:19]2[C:2]3[C:3](=[CH:4][C:5]([S:8]([C:11]4[CH:12]=[CH:13][CH:14]=[CH:15][CH:16]=4)(=[O:10])=[O:9])=[CH:6][CH:7]=3)[CH2:17][CH2:18]2)[CH2:25][CH2:24][N:23]([C:26]([O:28][C:29]([CH3:31])([CH3:30])[CH3:32])=[O:27])[CH2:22][CH2:21]1. The catalyst class is: 16. (5) Reactant: [CH3:1][C:2]1[C:6]([C:7]2[CH:12]=[C:11]([N:13]3[CH2:18][CH2:17][O:16][CH2:15][CH2:14]3)[N:10]=[C:9]([NH:19][C:20]3[CH:25]=[CH:24][C:23]([C:26]4([C:30](O)=[O:31])[CH2:29][CH2:28][CH2:27]4)=[CH:22][CH:21]=3)[N:8]=2)=[C:5]([CH3:33])[O:4][N:3]=1.[BH4-].[Li+].CO. Product: [CH3:1][C:2]1[C:6]([C:7]2[CH:12]=[C:11]([N:13]3[CH2:14][CH2:15][O:16][CH2:17][CH2:18]3)[N:10]=[C:9]([NH:19][C:20]3[CH:25]=[CH:24][C:23]([C:26]4([CH2:30][OH:31])[CH2:29][CH2:28][CH2:27]4)=[CH:22][CH:21]=3)[N:8]=2)=[C:5]([CH3:33])[O:4][N:3]=1. The catalyst class is: 1. (6) Reactant: C(OC(=O)[NH:7][C:8]1[CH:9]=[C:10]([C:15]2[CH:20]=[CH:19][C:18]([C:21](=[O:38])[NH:22][C:23]3[CH:28]=[CH:27][C:26]([CH2:29][N:30]4[CH2:35][CH2:34][S:33](=[O:37])(=[O:36])[CH2:32][CH2:31]4)=[CH:25][CH:24]=3)=[CH:17][CH:16]=2)[C:11]([CH3:14])=[CH:12][CH:13]=1)(C)(C)C. Product: [O:37]=[S:33]1(=[O:36])[CH2:34][CH2:35][N:30]([CH2:29][C:26]2[CH:27]=[CH:28][C:23]([NH:22][C:21]([C:18]3[CH:19]=[CH:20][C:15]([C:10]4[CH:9]=[C:8]([NH2:7])[CH:13]=[CH:12][C:11]=4[CH3:14])=[CH:16][CH:17]=3)=[O:38])=[CH:24][CH:25]=2)[CH2:31][CH2:32]1. The catalyst class is: 361. (7) Reactant: COCN[C:5]([C:7]1[C:16]([OH:17])=[CH:15][C:14]2[C:9](=[CH:10][CH:11]=[CH:12][CH:13]=2)[CH:8]=1)=[O:6].[CH3:18][Mg]Br.[Cl-].[NH4+].O. Product: [OH:17][C:16]1[C:7]([C:5](=[O:6])[CH3:18])=[CH:8][C:9]2[C:14]([CH:15]=1)=[CH:13][CH:12]=[CH:11][CH:10]=2. The catalyst class is: 7. (8) Product: [CH2:1]([O:3][C:4]1[C:8]([CH2:9][CH2:10][CH2:11][CH2:12][O:13][C:14]2[CH:18]=[C:17]([CH2:19][CH2:20][C:21]([OH:23])=[O:22])[N:16]([C:26]3[CH:27]=[CH:28][CH:29]=[CH:30][CH:31]=3)[N:15]=2)=[CH:7][N:6]([C:35]2[CH:40]=[CH:39][C:38]([C:41]([F:44])([F:43])[F:42])=[CH:37][N:36]=2)[N:5]=1)[CH3:2]. The catalyst class is: 9. Reactant: [CH2:1]([O:3][C:4]1[C:8]([CH2:9][CH2:10][CH2:11][CH2:12][O:13][C:14]2[CH:18]=[C:17]([CH2:19][CH2:20][C:21]([O:23]CC)=[O:22])[N:16]([C:26]3[CH:31]=[CH:30][CH:29]=[CH:28][CH:27]=3)[N:15]=2)=[CH:7][NH:6][N:5]=1)[CH3:2].[H-].[Na+].Cl[C:35]1[CH:40]=[CH:39][C:38]([C:41]([F:44])([F:43])[F:42])=[CH:37][N:36]=1.[Cl-].[NH4+]. (9) Reactant: FC(F)(F)C(O)=O.C(OC(=O)[NH:14][C:15](=[N:22]C(OC(C)(C)C)=O)[N:16]1[CH2:21][CH2:20][S:19][CH2:18][CH2:17]1)(C)(C)C. Product: [N:16]1([C:15]([NH2:22])=[NH:14])[CH2:21][CH2:20][S:19][CH2:18][CH2:17]1. The catalyst class is: 34.